The task is: Predict which catalyst facilitates the given reaction.. This data is from Catalyst prediction with 721,799 reactions and 888 catalyst types from USPTO. (1) Reactant: [C:1]([OH:20])(=[O:19])[CH2:2][CH2:3][CH2:4][CH2:5][CH2:6][CH2:7][CH2:8]/[CH:9]=[CH:10]\[CH2:11][CH2:12][CH2:13][CH2:14][CH2:15][CH2:16][CH2:17][CH3:18]. Product: [CH2:1]([OH:19])[CH3:2].[C:1]([OH:20])(=[O:19])[CH2:2][CH2:3][CH2:4][CH2:5][CH2:6][CH2:7][CH2:8]/[CH:9]=[CH:10]\[CH2:11][CH2:12][CH2:13][CH2:14][CH2:15][CH2:16][CH2:17][CH3:18]. The catalyst class is: 8. (2) Reactant: [Li+].[OH-].[F:3][C:4]1[CH:9]=[CH:8][C:7]([N:10]2[CH2:14][CH2:13][C:12]([CH3:19])([C:15]([O:17]C)=[O:16])[C:11]2=[O:20])=[CH:6][CH:5]=1.Cl. Product: [F:3][C:4]1[CH:5]=[CH:6][C:7]([N:10]2[CH2:14][CH2:13][C:12]([CH3:19])([C:15]([OH:17])=[O:16])[C:11]2=[O:20])=[CH:8][CH:9]=1. The catalyst class is: 36. (3) The catalyst class is: 9. Product: [CH2:39]([O:41][C:42]([C:44]1[C:45]2[S:53][CH:52]=[C:51]([CH2:54][O:19][C:16]3[CH:15]=[CH:14][C:13]([C:12]([O:11][C:7]([CH3:10])([CH3:8])[CH3:9])=[O:20])=[CH:18][CH:17]=3)[C:46]=2[C:47]([Cl:50])=[N:48][CH:49]=1)=[O:43])[CH3:40]. Reactant: C(=O)([O-])[O-].[K+].[K+].[C:7]([O:11][C:12](=[O:20])[C:13]1[CH:18]=[CH:17][C:16]([OH:19])=[CH:15][CH:14]=1)([CH3:10])([CH3:9])[CH3:8].C1OCCOCCOCCOCCOCCOC1.[CH2:39]([O:41][C:42]([C:44]1[C:45]2[S:53][CH:52]=[C:51]([CH2:54]Br)[C:46]=2[C:47]([Cl:50])=[N:48][CH:49]=1)=[O:43])[CH3:40]. (4) Reactant: C(CC[O:5][C:6]([C:8]1[CH:9]([C:23]2[CH:28]=[CH:27][CH:26]=[C:25]([Cl:29])[CH:24]=2)[C:10]([C:20](O)=[O:21])=[C:11]([CH2:15][O:16][CH2:17]CCl)[NH:12][C:13]=1[CH3:14])=[O:7])#N.C[CH2:31][N:32]=C=NCCCN(C)C.Cl.[C:42]1([CH:48]([C:52]2[CH:57]=[CH:56][CH:55]=[CH:54][CH:53]=2)[CH2:49][CH2:50][NH2:51])[CH:47]=[CH:46][CH:45]=[CH:44][CH:43]=1. Product: [NH2:32][CH2:31][CH2:17][O:16][CH2:15][C:11]1[N:12]=[C:13]([CH3:14])[C:8]([C:6]([OH:5])=[O:7])=[C:9]([C:23]2[CH:28]=[CH:27][CH:26]=[C:25]([Cl:29])[CH:24]=2)[C:10]=1[C:20](=[O:21])[NH:51][CH2:50][CH2:49][CH:48]([C:42]1[CH:43]=[CH:44][CH:45]=[CH:46][CH:47]=1)[C:52]1[CH:53]=[CH:54][CH:55]=[CH:56][CH:57]=1. The catalyst class is: 4. (5) Reactant: C(=O)([O-])[O-].[Na+].[Na+].OC1C=CC=CC=1C(C1C=CC=CC=1O)=O.C(OC=C)(=O)CC.[CH:30]([O:32][C:33]1[CH:38]=[CH:37][CH:36]=[CH:35][C:34]=1[C:39]([C:41]1[CH:46]=[CH:45][CH:44]=[CH:43][C:42]=1[O:47]C=C)=[O:40])=[CH2:31]. Product: [CH:30]([O:32][C:33]1[CH:38]=[CH:37][CH:36]=[CH:35][C:34]=1[C:39]([C:41]1[CH:46]=[CH:45][CH:44]=[CH:43][C:42]=1[OH:47])=[O:40])=[CH2:31]. The catalyst class is: 11. (6) The catalyst class is: 7. Reactant: [F:1][C:2](F)([CH2:12][CH:13](I)[Si](C)(C)C)[C:3]([C:5]1[CH:10]=[CH:9][CH:8]=[CH:7][C:6]=1[CH3:11])=O.[NH3:20]. Product: [F:1][C:2]1[CH:12]=[CH:13][NH:20][C:3]=1[C:5]1[CH:10]=[CH:9][CH:8]=[CH:7][C:6]=1[CH3:11]. (7) Reactant: [O:1]=[C:2]1[CH2:7][C:6](=[O:8])[CH2:5][CH2:4][N:3]1[C:9]([O:11][C:12]([CH3:15])([CH3:14])[CH3:13])=[O:10].[Li+].C[Si]([N-][Si](C)(C)C)(C)C.[CH2:26](Br)[C:27]1[CH:32]=[CH:31][CH:30]=[CH:29][CH:28]=1.OS([O-])(=O)=O.[K+]. Product: [CH2:26]([CH:5]1[CH2:4][N:3]([C:9]([O:11][C:12]([CH3:15])([CH3:14])[CH3:13])=[O:10])[C:2](=[O:1])[CH2:7][C:6]1=[O:8])[C:27]1[CH:32]=[CH:31][CH:30]=[CH:29][CH:28]=1. The catalyst class is: 1. (8) Reactant: [Br:1][CH2:2][CH:3]([CH2:14][O:15]C(C1C=CC=CC=1)(C1C=CC=CC=1)C1C=CC=CC=1)[CH2:4][CH2:5][N:6]1[CH:11]=[CH:10][C:9](=[O:12])[NH:8][C:7]1=[O:13].CC1C=CC(S(O)(=O)=O)=CC=1.O.C(Cl)(Cl)Cl.CO. Product: [Br:1][CH2:2][CH:3]([CH2:14][OH:15])[CH2:4][CH2:5][N:6]1[CH:11]=[CH:10][C:9](=[O:12])[NH:8][C:7]1=[O:13]. The catalyst class is: 5.